This data is from Full USPTO retrosynthesis dataset with 1.9M reactions from patents (1976-2016). The task is: Predict the reactants needed to synthesize the given product. (1) Given the product [OH:19][CH2:18][C@H:13]([N:12]1[C:1](=[O:11])[C:2]2[C:3](=[CH:7][CH:8]=[CH:9][CH:10]=2)[C:4]1=[O:6])[CH2:14][CH:15]([CH3:17])[CH3:16], predict the reactants needed to synthesize it. The reactants are: [C:1]1(=[O:11])[O:6][C:4](=O)[C:3]2=[CH:7][CH:8]=[CH:9][CH:10]=[C:2]12.[NH2:12][C@@H:13]([CH2:18][OH:19])[CH2:14][CH:15]([CH3:17])[CH3:16].O. (2) Given the product [C:55]([O:54][C:53]([NH:52][C@H:49]1[CH2:50][CH2:51][N:47]([C:45]([CH:42]2[CH2:41][CH2:40][N:39]([C:23]([O:24][CH2:60][C:31]3[CH:35]=[CH:29][CH:34]=[CH:33][CH:32]=3)=[O:25])[CH2:44][CH2:43]2)=[O:46])[CH2:48]1)=[O:59])([CH3:56])([CH3:58])[CH3:57], predict the reactants needed to synthesize it. The reactants are: FC(F)(F)C1N=C(N2CCC(C(N3CCC(N[C:23](=[O:25])[O-:24])C3)=O)CC2)C=CC=1.Cl[C:29]1[CH:34]=[CH:33][CH:32]=[C:31]([C:35](F)(F)F)N=1.[NH:39]1[CH2:44][CH2:43][CH:42]([C:45]([N:47]2[CH2:51][CH2:50][C@H:49]([NH:52][C:53](=[O:59])[O:54][C:55]([CH3:58])([CH3:57])[CH3:56])[CH2:48]2)=[O:46])[CH2:41][CH2:40]1.[CH2:60](N(CC)CC)C. (3) The reactants are: [CH3:1][O:2][C:3]1[CH:4]=[C:5]([CH:13]=[C:14]([O:18][CH3:19])[C:15]=1[O:16][CH3:17])[CH:6]=[C:7]1[CH2:11][CH2:10][CH2:9][C:8]1=[O:12].[Cl-:20].[CH3:21][N+:22](=[CH2:24])[CH3:23]. Given the product [ClH:20].[CH3:19][O:18][C:14]1[CH:13]=[C:5]([CH:4]=[C:3]([O:2][CH3:1])[C:15]=1[O:16][CH3:17])[CH:6]=[C:7]1[CH2:11][CH2:10][CH:9]([CH2:21][N:22]([CH3:24])[CH3:23])[C:8]1=[O:12], predict the reactants needed to synthesize it.